Dataset: Catalyst prediction with 721,799 reactions and 888 catalyst types from USPTO. Task: Predict which catalyst facilitates the given reaction. (1) Reactant: [F:1][C:2]1[CH:3]=[CH:4][C:5]([O:25][CH3:26])=[C:6]([C:8]2[CH:13]=[CH:12][N:11]=[C:10]3[NH:14][C:15]([C:19]4[CH2:20][CH2:21][NH:22][CH2:23][CH:24]=4)=[C:16]([C:17]#[N:18])[C:9]=23)[CH:7]=1.C(N(CC)CC)C.Cl[CH2:35][C:36]([N:38]([CH3:40])[CH3:39])=[O:37]. Product: [C:17]([C:16]1[C:9]2[C:10](=[N:11][CH:12]=[CH:13][C:8]=2[C:6]2[CH:7]=[C:2]([F:1])[CH:3]=[CH:4][C:5]=2[O:25][CH3:26])[NH:14][C:15]=1[C:19]1[CH2:20][CH2:21][N:22]([CH2:35][C:36]([N:38]([CH3:40])[CH3:39])=[O:37])[CH2:23][CH:24]=1)#[N:18]. The catalyst class is: 9. (2) Reactant: [NH2:1][C:2]1[CH:10]=[CH:9][CH:8]=[C:7]2[C:3]=1[CH:4]=[C:5]([C:20]([O:22][CH2:23][CH3:24])=[O:21])[N:6]2[CH2:11][C:12]1[CH:17]=[CH:16][C:15]([Cl:18])=[C:14]([Cl:19])[CH:13]=1.[Cl:25][CH2:26][C:27](Cl)=[O:28].C(N(CC)CC)C. Product: [Cl:25][CH2:26][C:27]([NH:1][C:2]1[CH:10]=[CH:9][CH:8]=[C:7]2[C:3]=1[CH:4]=[C:5]([C:20]([O:22][CH2:23][CH3:24])=[O:21])[N:6]2[CH2:11][C:12]1[CH:17]=[CH:16][C:15]([Cl:18])=[C:14]([Cl:19])[CH:13]=1)=[O:28]. The catalyst class is: 4. (3) Reactant: [C:1]([O:5][C:6](=[O:18])[NH:7][C:8]1[CH:13]=[CH:12][C:11](Br)=[CH:10][C:9]=1[O:15][CH2:16][CH3:17])([CH3:4])([CH3:3])[CH3:2].[H-].[K+].C([Li])(C)(C)C.[CH2:26]([Si:29](Cl)([CH3:31])[CH3:30])[CH:27]=[CH2:28].C(OC(=O)NC1C=CC([Si](CC=C)(C)C)=CC=1OC)(C)(C)C. Product: [C:1]([O:5][C:6](=[O:18])[NH:7][C:8]1[CH:13]=[CH:12][C:11]([Si:29]([CH2:26][CH:27]=[CH2:28])([CH3:31])[CH3:30])=[CH:10][C:9]=1[O:15][CH2:16][CH3:17])([CH3:4])([CH3:3])[CH3:2]. The catalyst class is: 81. (4) Reactant: Cl[C:2]1[CH:7]=[C:6]([Cl:8])[N:5]=[CH:4][N:3]=1.Cl.[NH2:10][C@@H:11]([C:16]([O:18][CH2:19][CH3:20])=[O:17])[CH2:12][CH2:13][CH2:14][CH3:15].CCN(C(C)C)C(C)C. Product: [Cl:8][C:6]1[N:5]=[CH:4][N:3]=[C:2]([NH:10][C@@H:11]([C:16]([O:18][CH2:19][CH3:20])=[O:17])[CH2:12][CH2:13][CH2:14][CH3:15])[CH:7]=1. The catalyst class is: 12. (5) The catalyst class is: 10. Product: [Br:1][C:2]1[CH:7]=[CH:6][N:5]=[C:4]2[N:8]([CH2:24][CH2:23][C:22]([O:26][CH2:27][CH3:28])=[O:25])[CH:9]=[CH:10][C:3]=12. Reactant: [Br:1][C:2]1[CH:7]=[CH:6][N:5]=[C:4]2[NH:8][CH:9]=[CH:10][C:3]=12.N12CCCN=C1CCCCC2.[C:22]([O:26][CH2:27][CH3:28])(=[O:25])[CH:23]=[CH2:24]. (6) Reactant: [CH3:1][O:2][C:3]1[CH:10]=[C:9]([O:11][CH3:12])[C:8]([O:13][CH3:14])=[CH:7][C:4]=1[CH:5]=O.C(O)(=O)[CH2:16][C:17]([OH:19])=[O:18].N1CCCCC1.Cl. Product: [CH3:1][O:2][C:3]1[CH:10]=[C:9]([O:11][CH3:12])[C:8]([O:13][CH3:14])=[CH:7][C:4]=1/[CH:5]=[CH:16]/[C:17]([OH:19])=[O:18]. The catalyst class is: 803.